From a dataset of Drug-target binding data from BindingDB using Kd measurements. Regression. Given a target protein amino acid sequence and a drug SMILES string, predict the binding affinity score between them. We predict pKd (pKd = -log10(Kd in M); higher means stronger binding). Dataset: bindingdb_kd. (1) The compound is O=C(O)c1cccc(O)c1. The target protein sequence is MSNLQDARIIIAGGGIGGAANALALAQKGANVTLFERASEFGEVGAGLQVGPHGARILDSWGVLDDVLSRAFLPKNIVFRDAITAEVLTKIDLGSEFRGRYGGPYFVTHRSDLHATLVDAARAAGAELHTGVTVTDVITEGDKAIVSTDDGRTHEADIALGMDGLKSRLREKISGDEPVSSGYAAYRGTTPYRDVELDEDIEDVVGYIGPRCHFIQYPLRGGEMLNQVAVFESPGFKNGIENWGGPEELEQAYAHCHENVRRGIDYLWKDRWWPMYDREPIENWVDGRMILLGDAAHPPLQYLASGAVMAIEDAKCLADYAAEDFSTGGNSAWPQILKEVNTERAPRCNRILTTGRMWGELWHLDGTARIARNELFRTRDTSSYKYTDWLWGYSSDRAS. The pKd is 4.3. (2) The compound is CN(C)CC(=O)N1CCC(c2ccc(NC(=O)c3ncc(C#N)[nH]3)c(C3=CCCCC3)c2)CC1. The target protein sequence is MEKYEKIGKIGEGSYGVVFKCRNRDTGQIVAIKKFLESEDDPVIKKIALREIRMLKQLKHPNLVNLLEVFRRKRRLHLVFEYCDHTVLHELDRYQRGVPEHLVKSITWQTLQAVNFCHKHNCIHRDVKPENILITKHSVIKLCDFGFARLLAGPSDYYTDYVATRWYRSPELLVGDTQYGPPVDVWAIGCVFAELLSGVPLWPGKSDVDQLYLIRKTLGDLIPRHQQVFSTNQYFSGVKIPDPEDMEPLELKFPNISYPALGLLKGCLHMDPTQRLTCEQLLHHPYFENIREIEDLAKEHNKPTRKTLRKSRKHHCFTETSKLQYLPQLTGSSILPALDNKKYYCDTKKLNYRFPNI. The pKd is 5.0. (3) The small molecule is C=CC1=C(C)C(/C=c2/[nH]/c(=C/c3[nH]c(/C=C4/NC(=O)C(C)=C4C=C)c(C)c3CCC(=O)O)c(CCC(=O)O)c2C)=NC1=O. The target protein sequence is MTQSNNTGILEKFVNTVMGVKTENQQQPSNTLIATTQALDIRAVLVYKLGTILQIAAMMLALLGMEKLVMLIDKNSHLPSWFSTLLAVLFFALLSIRSRIFSLLDNTRSRKTYDQVIRPRWAPPPLVFPIVWMIIAVLRVISSVLIWQQMHHQFLALPLILFVVHLALGDTWNTIFTVERRLGAAVPVVILGPWLSALVVTAIYWQTNPVAGMIFSFSCIWLTVAAVLVFRIWQLNGSEPLYPLKLTPVEK. The pKd is 5.3. (4) The drug is C[N+]1(C)[C@H]2CC(OC(=O)[C@H](CO)c3ccccc3)C[C@@H]1[C@H]1O[C@@H]21. The target protein sequence is MTLHSQSTTSPLFPQISSSWVHSPSEAGLPLGTVTQLGSYQISQETGQFSSQDTSSDPLGGHTIWQVVFIAFLTGFLALVTIIGNILVIVAFKVNKQLKTVNNYFLLSLASADLIIGVISMNLFTTYIIMNRWALGNLACDLWLSIDYVASNASVMNLLVISFDRYFSITRPLTYRAKRTTKRAGVMIGLAWVISFVLWAPAILFWQYFVGKRTVPPGECFIQFLSEPTITFGTAIAAFYMPVTIMTILYWRIYKETEKRTKELAGLQASGTEIEGRIEGRIEGRTRSQITKRKRMSLIKEKKAAQTLSAILLAFIITWTPYNIMVLVNTFADSAIPKTYWNLGYWLCYINSTVNPVAYALSNKTFRCTFKTLLLSQSDKRKRRKQQYQQRQSVIFHKRVPEQAL. The pKd is 9.3. (5) The compound is CCN(CC)CCCNc1cc2nc3n(c(=O)c2cc1F)CC/C3=C\c1ccc(OC)c(OC)c1. The target protein (P22392) has sequence MANLERTFIAIKPDGVQRGLVGEIIKRFEQKGFRLVAMKFLRASEEHLKQHYIDLKDRPFFPGLVKYMNSGPVVAMVWEGLNVVKTGRVMLGETNPADSKPGTIRGDFCIQVGRNIIHGSDSVKSAEKEISLWFKPEELVDYKSCAHDWVYE. The pKd is 4.6. (6) The compound is O=C(O)CC(=O)C(=O)O. The target protein (Q9Z429) has sequence MQQFTIRTRLLMLVGAMFIGFITIELMGFSALQRGVASLNTVYLDRVVPLRDLKTIADLYAVKIVDSSHKARSGRMTYAQAEQEVKDAGRQIDMLWHAYQKTKKIDEEQRSVDALAKLVDEAQDPIERLKGILERGDKAALDTFVENEMYPLIDPLSEGLSHLTQIQVEESKRAYDAAVVLYDSSRTMLALLLLGILICGGVFATRLIRSIIHPLTTLKDAAARVALGDLSQSIQVSGRNEVTDVQQSVQAMQANLRNTLQDIQGSAAQLAAAAEELQTATESTAQGIHRQNDEMQMAATAVTEMSAAVDEVADNANRTSNASHEAMDLADGGRKQVMLTRETIDRLSGKLNETTRTVFRLAEEASNIGRVLDVIRAIAEQTKLLALNAAIEAAHAGEAGRGFAVVADEVRNLAQRTQTSTQEIERMISAIQSVTQEGVRDVQQSCEFAARSQTMSSEADQALTLIAERITEINGMNLVIASAAEEQAQVAREVDRNLVA.... The pKd is 4.6. (7) The target protein (P29320) has sequence MDCQLSILLLLSCSVLDSFGELIPQPSNEVNLLDSKTIQGELGWISYPSHGWEEISGVDEHYTPIRTYQVCNVMDHSQNNWLRTNWVPRNSAQKIYVELKFTLRDCNSIPLVLGTCKETFNLYYMESDDDHGVKFREHQFTKIDTIAADESFTQMDLGDRILKLNTEIREVGPVNKKGFYLAFQDVGACVALVSVRVYFKKCPFTVKNLAMFPDTVPMDSQSLVEVRGSCVNNSKEEDPPRMYCSTEGEWLVPIGKCSCNAGYEERGFMCQACRPGFYKALDGNMKCAKCPPHSSTQEDGSMNCRCENNYFRADKDPPSMACTRPPSSPRNVISNINETSVILDWSWPLDTGGRKDVTFNIICKKCGWNIKQCEPCSPNVRFLPRQFGLTNTTVTVTDLLAHTNYTFEIDAVNGVSELSSPPRQFAAVSITTNQAAPSPVLTIKKDRTSRNSISLSWQEPEHPNGIILDYEVKYYEKQEQETSYTILRARGTNVTISSLK.... The small molecule is CN[C@@H]1C[C@H]2O[C@@](C)([C@@H]1OC)n1c3ccccc3c3c4c(c5c6ccccc6n2c5c31)C(=O)NC4. The pKd is 7.6.